This data is from Reaction yield outcomes from USPTO patents with 853,638 reactions. The task is: Predict the reaction yield, written as a fraction of the theoretical maximum amount of product (1.0 means a 100% yield; for example, 0.34 means a 34% yield). (1) The reactants are [CH2:1]([O:8][C:9]1[CH:14]=[CH:13][C:12]([N:15]2[CH2:19][CH:18]([CH2:20]O)[CH2:17][C:16]2=[O:22])=[CH:11][CH:10]=1)[C:2]1[CH:7]=[CH:6][CH:5]=[CH:4][CH:3]=1.S(Cl)([Cl:25])=O. The catalyst is C1(C)C=CC=CC=1. The product is [CH2:1]([O:8][C:9]1[CH:14]=[CH:13][C:12]([N:15]2[CH2:19][CH:18]([CH2:20][Cl:25])[CH2:17][C:16]2=[O:22])=[CH:11][CH:10]=1)[C:2]1[CH:7]=[CH:6][CH:5]=[CH:4][CH:3]=1. The yield is 0.160. (2) The reactants are Cl[C:2]1[CH:7]=[CH:6][N:5]=[C:4]([C:8]2[N:12]3[CH:13]=[C:14]([F:17])[CH:15]=[CH:16][C:11]3=[N:10][CH:9]=2)[N:3]=1.[F:18][C:19]1[CH:20]=[CH:21][C:22]([C@@H:25]([NH2:27])[CH3:26])=[N:23][CH:24]=1.C(N(C(C)C)CC)(C)C. The catalyst is C1COCC1. The product is [F:17][C:14]1[CH:15]=[CH:16][C:11]2[N:12]([C:8]([C:4]3[N:3]=[C:2]([NH:27][C@H:25]([C:22]4[CH:21]=[CH:20][C:19]([F:18])=[CH:24][N:23]=4)[CH3:26])[CH:7]=[CH:6][N:5]=3)=[CH:9][N:10]=2)[CH:13]=1. The yield is 0.390. (3) The reactants are [CH:1]1([C:6]2[C:15]([C:16]#[N:17])=[C:14](O)[C:13]3[C:8](=[CH:9][CH:10]=[C:11]([C:19]([F:22])([F:21])[F:20])[CH:12]=3)[N:7]=2)[CH2:5][CH2:4][CH2:3][CH2:2]1.P(Br)(Br)[Br:24]. The catalyst is CN(C=O)C. The product is [Br:24][C:14]1[C:13]2[C:8](=[CH:9][CH:10]=[C:11]([C:19]([F:22])([F:21])[F:20])[CH:12]=2)[N:7]=[C:6]([CH:1]2[CH2:5][CH2:4][CH2:3][CH2:2]2)[C:15]=1[C:16]#[N:17]. The yield is 0.770. (4) The reactants are [Cl:1][C:2]1[C:3]([C:8]2[CH:30]=[CH:29][C:11]([C:12]([NH:14][C:15]3[CH:20]=[CH:19][CH:18]=[CH:17][C:16]=3[NH:21]C(=O)OC(C)(C)C)=[O:13])=[CH:10][CH:9]=2)=[N:4][CH:5]=[CH:6][CH:7]=1.Cl.O1CCOCC1. The catalyst is CO. The product is [NH2:21][C:16]1[CH:17]=[CH:18][CH:19]=[CH:20][C:15]=1[NH:14][C:12](=[O:13])[C:11]1[CH:29]=[CH:30][C:8]([C:3]2[C:2]([Cl:1])=[CH:7][CH:6]=[CH:5][N:4]=2)=[CH:9][CH:10]=1. The yield is 0.950.